This data is from Full USPTO retrosynthesis dataset with 1.9M reactions from patents (1976-2016). The task is: Predict the reactants needed to synthesize the given product. (1) The reactants are: [F:1][C:2]([F:7])([F:6])[C:3]([OH:5])=[O:4].[NH2:8][C@@H:9]1CC[N:11]([C:14]2[N:22]=[C:21]3[C:17]([N:18]=[CH:19][N:20]3[C@@H:23]3[CH2:27][C@H:26]([NH:28][C:29](=[O:39])[CH2:30]OCC4C=CC=CC=4)[C@@H:25]([OH:40])[C@H:24]3[OH:41])=[C:16]([NH:42][CH2:43][CH:44]([C:51]3[CH:56]=[CH:55][CH:54]=[CH:53][CH:52]=3)[C:45]3[CH:50]=[CH:49][CH:48]=[CH:47][CH:46]=3)[N:15]=2)[CH2:10]1.Cl[C:58]1N=C2C(N=CN2[C@@H]2C[C@H](NC(=O)CC)[C@@H](O)[C@H]2O)=C(NCC(C2C=CC=CC=2)C2C=CC=CC=2)N=1.C(N)CN. Given the product [F:1][C:2]([F:7])([F:6])[C:3]([OH:5])=[O:4].[NH2:8][CH2:9][CH2:10][NH:11][C:14]1[N:22]=[C:21]2[C:17]([N:18]=[CH:19][N:20]2[C@@H:23]2[CH2:27][C@H:26]([NH:28][C:29](=[O:39])[CH2:30][CH3:58])[C@@H:25]([OH:40])[C@H:24]2[OH:41])=[C:16]([NH:42][CH2:43][CH:44]([C:45]2[CH:50]=[CH:49][CH:48]=[CH:47][CH:46]=2)[C:51]2[CH:56]=[CH:55][CH:54]=[CH:53][CH:52]=2)[N:15]=1, predict the reactants needed to synthesize it. (2) Given the product [F:22][C:16]1[CH:17]=[C:18]([F:21])[CH:19]=[CH:20][C:15]=1[C:13]1[N:14]=[C:7]2[C:6]([CH2:2][CH3:3])=[N:11][CH:10]=[CH:9][N:8]2[CH:12]=1, predict the reactants needed to synthesize it. The reactants are: Br[CH2:2][CH3:3].[Mg].Cl[C:6]1[C:7]2[N:8]([CH:12]=[C:13]([C:15]3[CH:20]=[CH:19][C:18]([F:21])=[CH:17][C:16]=3[F:22])[N:14]=2)[CH:9]=[CH:10][N:11]=1.CN1C(=O)CCC1.CC[Mg+].[Br-].